From a dataset of Catalyst prediction with 721,799 reactions and 888 catalyst types from USPTO. Predict which catalyst facilitates the given reaction. (1) Reactant: Br[CH2:2][CH2:3][CH2:4][Cl:5].C(=O)([O-])[O-].[K+].[K+].[I:12][C:13]1[CH:18]=[CH:17][C:16]([OH:19])=[CH:15][CH:14]=1. Product: [Cl:5][CH2:4][CH2:3][CH2:2][O:19][C:16]1[CH:17]=[CH:18][C:13]([I:12])=[CH:14][CH:15]=1. The catalyst class is: 21. (2) Reactant: [CH3:1][O:2][CH2:3][C@@H:4]([NH:6][C:7]([C:9]1[C:17]2[C:12](=[N:13][CH:14]=[C:15]([C:18]3[C:26]4[C:21](=[CH:22][C:23]([Cl:28])=[CH:24][C:25]=4[F:27])[N:20]([CH3:29])[N:19]=3)[N:16]=2)[N:11](COCC[Si](C)(C)C)[CH:10]=1)=[O:8])[CH3:5].C(O)(C(F)(F)F)=O.C(N)CN. Product: [CH3:1][O:2][CH2:3][C@@H:4]([NH:6][C:7]([C:9]1[C:17]2[C:12](=[N:13][CH:14]=[C:15]([C:18]3[C:26]4[C:21](=[CH:22][C:23]([Cl:28])=[CH:24][C:25]=4[F:27])[N:20]([CH3:29])[N:19]=3)[N:16]=2)[NH:11][CH:10]=1)=[O:8])[CH3:5]. The catalyst class is: 4. (3) Reactant: [CH3:1][S:2]([C:4]1[CH:5]=[C:6]([CH2:10][C:11]([OH:13])=[O:12])[CH:7]=[CH:8][CH:9]=1)=[O:3].[C:14](N1C=CN=C1)(N1C=CN=C1)=O.CO. Product: [CH3:14][O:12][C:11](=[O:13])[CH2:10][C:6]1[CH:7]=[CH:8][CH:9]=[C:4]([S:2]([CH3:1])=[O:3])[CH:5]=1. The catalyst class is: 1.